From a dataset of Catalyst prediction with 721,799 reactions and 888 catalyst types from USPTO. Predict which catalyst facilitates the given reaction. (1) Reactant: [BH4-].[Li+].CC[O:5][C:6]([C@H:8]1[CH2:12][CH2:11][C@@H:10]([C:13]2[CH:18]=[CH:17][C:16]([F:19])=[C:15]([F:20])[CH:14]=2)[N:9]1[C:21]([O:23][C:24]([CH3:27])([CH3:26])[CH3:25])=[O:22])=O.[Cl-].[NH4+].C(OCC)(=O)C. Product: [F:20][C:15]1[CH:14]=[C:13]([C@H:10]2[CH2:11][CH2:12][C@@H:8]([CH2:6][OH:5])[N:9]2[C:21]([O:23][C:24]([CH3:27])([CH3:26])[CH3:25])=[O:22])[CH:18]=[CH:17][C:16]=1[F:19]. The catalyst class is: 1. (2) Reactant: C(=O)([O-])[O-].[K+].[K+].I[CH2:8][CH3:9].O1CCCC1.[N+:15]([C:18]1[CH:23]=[CH:22][N:21]2[CH:24]=[C:25]([C:27]([OH:29])=[O:28])[N:26]=[C:20]2[CH:19]=1)([O-:17])=[O:16]. Product: [N+:15]([C:18]1[CH:23]=[CH:22][N:21]2[CH:24]=[C:25]([C:27]([O:29][CH2:8][CH3:9])=[O:28])[N:26]=[C:20]2[CH:19]=1)([O-:17])=[O:16]. The catalyst class is: 9. (3) Reactant: [H-].[Na+].[C:3]([O:7][C:8](=[O:31])[NH:9][CH2:10][C:11]1[C:12]([CH2:27][CH:28]([CH3:30])[CH3:29])=[N:13][C:14]([CH3:26])=[C:15]([CH:24]=O)[C:16]=1[C:17]1[CH:22]=[CH:21][C:20]([CH3:23])=[CH:19][CH:18]=1)([CH3:6])([CH3:5])[CH3:4].[C:32]([O:35][CH2:36][CH3:37])(=[O:34])[CH3:33]. Product: [C:3]([O:7][C:8]([NH:9][CH2:10][C:11]1[C:16]([C:17]2[CH:18]=[CH:19][C:20]([CH3:23])=[CH:21][CH:22]=2)=[C:15](/[CH:24]=[CH:33]/[C:32]([O:35][CH2:36][CH3:37])=[O:34])[C:14]([CH3:26])=[N:13][C:12]=1[CH2:27][CH:28]([CH3:29])[CH3:30])=[O:31])([CH3:4])([CH3:5])[CH3:6]. The catalyst class is: 7. (4) Reactant: [F:1][C:2]1[CH:35]=[CH:34][CH:33]=[C:32]([F:36])[C:3]=1[CH2:4][O:5][C:6]1[N:11]2[N:12]=[C:13]([CH3:30])[C:14]([C:15]([NH:17][C:18]34[CH2:25][CH2:24][C:21]([C:26]([O:28]C)=[O:27])([CH2:22][CH2:23]3)[CH2:20][CH2:19]4)=[O:16])=[C:10]2[CH:9]=[C:8]([CH3:31])[CH:7]=1.[OH-].[Li+].C(O)=O. Product: [F:36][C:32]1[CH:33]=[CH:34][CH:35]=[C:2]([F:1])[C:3]=1[CH2:4][O:5][C:6]1[N:11]2[N:12]=[C:13]([CH3:30])[C:14]([C:15]([NH:17][C:18]34[CH2:19][CH2:20][C:21]([C:26]([OH:28])=[O:27])([CH2:22][CH2:23]3)[CH2:24][CH2:25]4)=[O:16])=[C:10]2[CH:9]=[C:8]([CH3:31])[CH:7]=1. The catalyst class is: 36.